This data is from Peptide-MHC class I binding affinity with 185,985 pairs from IEDB/IMGT. The task is: Regression. Given a peptide amino acid sequence and an MHC pseudo amino acid sequence, predict their binding affinity value. This is MHC class I binding data. (1) The peptide sequence is ATFEAVLAK. The MHC is HLA-B15:17 with pseudo-sequence HLA-B15:17. The binding affinity (normalized) is 0.360. (2) The MHC is HLA-A23:01 with pseudo-sequence HLA-A23:01. The peptide sequence is EMVMCGGSLY. The binding affinity (normalized) is 0.